Dataset: Forward reaction prediction with 1.9M reactions from USPTO patents (1976-2016). Task: Predict the product of the given reaction. (1) Given the reactants Br[C:2]1[CH:3]=[CH:4][C:5]([N:8]2[CH2:13][CH2:12][CH:11]([OH:14])[CH2:10][CH2:9]2)=[N:6][CH:7]=1.[CH2:15]([O:17][C:18]([C:20]1[CH:21]=[N:22][CH:23]=[C:24](B2OC(C)(C)C(C)(C)O2)[CH:25]=1)=[O:19])[CH3:16].C([O-])([O-])=O.[Cs+].[Cs+], predict the reaction product. The product is: [OH:14][CH:11]1[CH2:12][CH2:13][N:8]([C:5]2[N:6]=[CH:7][C:2]([C:24]3[CH:23]=[N:22][CH:21]=[C:20]([C:18]([O:17][CH2:15][CH3:16])=[O:19])[CH:25]=3)=[CH:3][CH:4]=2)[CH2:9][CH2:10]1. (2) Given the reactants [Br-].[CH2:2]([N+:9]1[CH:14]=[CH:13][C:12]([CH3:15])=[C:11]([NH:16][C:17](OC)=O)[CH:10]=1)[C:3]1[CH:8]=[CH:7][CH:6]=[CH:5][CH:4]=1, predict the reaction product. The product is: [CH2:2]([N:9]1[CH2:14][CH2:13][C@@H:12]([CH3:15])[C@@H:11]([NH:16][CH3:17])[CH2:10]1)[C:3]1[CH:4]=[CH:5][CH:6]=[CH:7][CH:8]=1. (3) The product is: [CH3:14][S:15]([O:5][CH:3]([CH:2]([O:6][S:15]([CH3:14])(=[O:17])=[O:16])[CH3:1])[CH3:4])(=[O:17])=[O:16]. Given the reactants [CH3:1][CH:2]([OH:6])[CH:3]([OH:5])[CH3:4].CCN(CC)CC.[CH3:14][S:15](Cl)(=[O:17])=[O:16], predict the reaction product.